From a dataset of Full USPTO retrosynthesis dataset with 1.9M reactions from patents (1976-2016). Predict the reactants needed to synthesize the given product. (1) Given the product [CH3:25][O:24][C:20]1[CH:19]=[C:18]2[C:23](=[CH:22][CH:21]=1)[C:14]([O:13][C:10]1[CH:9]=[CH:8][C:7]([CH:6]=[C:5]([CH3:33])[C:4]([OH:34])=[O:3])=[CH:12][CH:11]=1)=[C:15]([C:27]1[CH:32]=[CH:31][CH:30]=[CH:29][CH:28]=1)[C:16]([CH3:26])=[CH:17]2, predict the reactants needed to synthesize it. The reactants are: C([O:3][C:4](=[O:34])[C:5]([CH3:33])=[CH:6][C:7]1[CH:12]=[CH:11][C:10]([O:13][C:14]2[C:23]3[C:18](=[CH:19][C:20]([O:24][CH3:25])=[CH:21][CH:22]=3)[CH:17]=[C:16]([CH3:26])[C:15]=2[C:27]2[CH:32]=[CH:31][CH:30]=[CH:29][CH:28]=2)=[CH:9][CH:8]=1)C.C1COCC1.[OH-].[Na+]. (2) Given the product [Cl:35][C:2]1[C:11]2[C:6](=[CH:7][CH:8]=[C:9]([C:12]([O:14][CH2:15][CH3:16])=[O:13])[CH:10]=2)[N:5]=[C:4]([C:17]2[CH:22]=[CH:21][C:20]([O:23][CH3:24])=[CH:19][CH:18]=2)[C:3]=1[C:25]1[CH:30]=[CH:29][C:28]([O:31][CH3:32])=[CH:27][CH:26]=1, predict the reactants needed to synthesize it. The reactants are: O[C:2]1[C:11]2[C:6](=[CH:7][CH:8]=[C:9]([C:12]([O:14][CH2:15][CH3:16])=[O:13])[CH:10]=2)[N:5]=[C:4]([C:17]2[CH:22]=[CH:21][C:20]([O:23][CH3:24])=[CH:19][CH:18]=2)[C:3]=1[C:25]1[CH:30]=[CH:29][C:28]([O:31][CH3:32])=[CH:27][CH:26]=1.O=P(Cl)(Cl)[Cl:35]. (3) Given the product [Cl:1][C:2]1[CH:3]=[N:4][C:5]([N:24]2[CH2:25][CH:26]([NH:28][C:29]3[CH:34]=[CH:33][C:32]([F:35])=[CH:31][C:30]=3[CH3:36])[CH2:27]2)=[C:6]([CH:23]=1)[C:7]([NH:9][C:10]1([C:13]2[CH:22]=[CH:21][C:16]([C:17]([OH:19])=[O:18])=[CH:15][CH:14]=2)[CH2:12][CH2:11]1)=[O:8], predict the reactants needed to synthesize it. The reactants are: [Cl:1][C:2]1[CH:3]=[N:4][C:5]([N:24]2[CH2:27][CH:26]([NH:28][C:29]3[CH:34]=[CH:33][C:32]([F:35])=[CH:31][C:30]=3[CH3:36])[CH2:25]2)=[C:6]([CH:23]=1)[C:7]([NH:9][C:10]1([C:13]2[CH:22]=[CH:21][C:16]([C:17]([O:19]C)=[O:18])=[CH:15][CH:14]=2)[CH2:12][CH2:11]1)=[O:8].[OH-].[Na+]. (4) The reactants are: [CH3:1][C:2]([Si:5]([CH3:26])([CH3:25])[O:6][CH2:7][CH2:8][CH2:9][C:10]1([CH2:23][OH:24])[CH2:15][CH2:14][N:13]([C:16]([O:18][C:19]([CH3:22])([CH3:21])[CH3:20])=[O:17])[CH2:12][CH2:11]1)([CH3:4])[CH3:3]. Given the product [CH3:4][C:2]([Si:5]([CH3:25])([CH3:26])[O:6][CH2:7][CH2:8][CH2:9][C:10]1([CH:23]=[O:24])[CH2:11][CH2:12][N:13]([C:16]([O:18][C:19]([CH3:21])([CH3:20])[CH3:22])=[O:17])[CH2:14][CH2:15]1)([CH3:1])[CH3:3], predict the reactants needed to synthesize it. (5) Given the product [Br:34][C:35]1[C:40]([O:41][CH3:42])=[C:39]([OH:43])[C:38]([Br:44])=[CH:37][C:36]=1[CH2:45][C:46]([CH3:50])([CH3:49])[CH2:47][CH:12]=[O:13], predict the reactants needed to synthesize it. The reactants are: C[Si]([N-][Si](C)(C)C)(C)C.[Li+].[Cl-].[CH3:12][O:13]C[P+](C1C=CC=CC=1)(C1C=CC=CC=1)C1C=CC=CC=1.[Br:34][C:35]1[C:40]([O:41][CH3:42])=[C:39]([OH:43])[C:38]([Br:44])=[CH:37][C:36]=1[CH2:45][C:46]([CH3:50])([CH3:49])[CH:47]=O.